Predict the product of the given reaction. From a dataset of Forward reaction prediction with 1.9M reactions from USPTO patents (1976-2016). (1) Given the reactants [NH2:1][C:2]1[N:7]2[N:8]=[C:9]([C:11]3[O:12][CH:13]=[CH:14][CH:15]=3)[N:10]=[C:6]2[C:5]([CH2:16][N:17]2[CH2:22][CH2:21][N:20]([C:23]3[CH:28]=[CH:27][CH:26]=[CH:25][CH:24]=3)[CH2:19][CH2:18]2)=[CH:4][N:3]=1.[C:29](O[C:29](=[O:32])[CH2:30][CH3:31])(=[O:32])[CH2:30][CH3:31].C(N(CC)CC)C, predict the reaction product. The product is: [O:12]1[CH:13]=[CH:14][CH:15]=[C:11]1[C:9]1[N:10]=[C:6]2[N:7]([C:2]([NH:1][C:29](=[O:32])[CH2:30][CH3:31])=[N:3][CH:4]=[C:5]2[CH2:16][N:17]2[CH2:18][CH2:19][N:20]([C:23]3[CH:28]=[CH:27][CH:26]=[CH:25][CH:24]=3)[CH2:21][CH2:22]2)[N:8]=1. (2) Given the reactants C[O:2][C:3]1[CH:8]=[CH:7][N:6]=[CH:5][CH:4]=1.Cl[C:10]([O:12][C:13]1[CH:18]=CC=C[CH:14]=1)=[O:11].[CH3:19][CH2:20][Mg+].[Br-].[CH3:23]C([O-])(C)C.[K+], predict the reaction product. The product is: [C:13]([O:12][C:10]([N:6]1[CH:7]=[CH:8][C:3](=[O:2])[CH2:4][CH:5]1[CH2:19][CH3:20])=[O:11])([CH3:14])([CH3:18])[CH3:23]. (3) Given the reactants C1(COC2C(C3N(CC4C=CC(CCC(O)=O)=CC=4)C4C=C(F)C(F)=CC=4N=3)=CC=CN=2)CC1.[Cl:35][C:36]1[CH:41]=[CH:40][C:39]([C:42]2[N:46]([CH2:47][CH:48]3CC[CH2:51][CH2:50][CH2:49]3)[C:45]3[CH:54]=[C:55]([F:59])[C:56]([F:58])=[CH:57][C:44]=3[N:43]=2)=[C:38]([O:60][CH2:61]C2C=CC=CC=2Cl)[CH:37]=1.BrCCCCC, predict the reaction product. The product is: [Cl:35][C:36]1[CH:41]=[CH:40][C:39]([C:42]2[N:46]([CH2:47][CH2:48][CH2:49][CH2:50][CH3:51])[C:45]3[CH:54]=[C:55]([F:59])[C:56]([F:58])=[CH:57][C:44]=3[N:43]=2)=[C:38]([O:60][CH3:61])[CH:37]=1. (4) The product is: [C:6]([O:10][C:11]([NH:13][N:14]=[C:1]1[CH2:4][CH2:3][CH2:2]1)=[O:12])([CH3:9])([CH3:8])[CH3:7]. Given the reactants [C:1]1(=O)[CH2:4][CH2:3][CH2:2]1.[C:6]([O:10][C:11]([NH:13][NH2:14])=[O:12])([CH3:9])([CH3:8])[CH3:7], predict the reaction product. (5) Given the reactants [CH3:1][O:2][CH:3]1[CH2:8][CH2:7][CH:6]([C:9](Cl)=[O:10])[CH2:5][CH2:4]1.[CH2:12]([O:14][C:15]#[CH:16])[CH3:13], predict the reaction product. The product is: [CH2:15]([O:14][C:12]1[C:6]2([CH2:7][CH2:8][CH:3]([O:2][CH3:1])[CH2:4][CH2:5]2)[C:9](=[O:10])[CH:13]=1)[CH3:16].